Dataset: Forward reaction prediction with 1.9M reactions from USPTO patents (1976-2016). Task: Predict the product of the given reaction. (1) Given the reactants [OH:1][C:2]1[CH:9]=[CH:8][C:5]([CH:6]=[O:7])=[CH:4][C:3]=1[O:10][CH3:11].[F:12][C:13]([F:26])([F:25])[S:14](O[S:14]([C:13]([F:26])([F:25])[F:12])(=[O:16])=[O:15])(=[O:16])=[O:15].N1C=CC=CC=1, predict the reaction product. The product is: [CH:6]([C:5]1[CH:8]=[CH:9][C:2]([O:1][S:14]([C:13]([F:26])([F:25])[F:12])(=[O:16])=[O:15])=[C:3]([O:10][CH3:11])[CH:4]=1)=[O:7]. (2) Given the reactants [C:1]1([C:7]2[CH:12]=[C:11]([C:13]3([CH3:18])[O:17][CH2:16][CH2:15][O:14]3)[CH:10]=[CH:9][C:8]=2[NH:19][C:20]([C:22]2[N:23]([CH2:29][O:30][CH2:31][CH2:32][Si:33]([CH3:36])([CH3:35])[CH3:34])[CH:24]=[C:25]([C:27]#[N:28])[N:26]=2)=[O:21])[CH2:6][CH2:5][CH2:4][CH2:3][CH:2]=1.[CH2:37](O)CCO.CC1C=CC(S(O)(=O)=O)=CC=1, predict the reaction product. The product is: [C:1]1([C:7]2[CH:12]=[C:11]([C:13]3([CH3:18])[O:17][CH2:16][CH2:37][CH2:15][O:14]3)[CH:10]=[CH:9][C:8]=2[NH:19][C:20]([C:22]2[N:23]([CH2:29][O:30][CH2:31][CH2:32][Si:33]([CH3:35])([CH3:36])[CH3:34])[CH:24]=[C:25]([C:27]#[N:28])[N:26]=2)=[O:21])[CH2:6][CH2:5][CH2:4][CH2:3][CH:2]=1. (3) Given the reactants [Cl:1][C:2]1[CH:10]=[CH:9][CH:8]=[C:7]2[C:3]=1[C:4]([CH:11]=[O:12])=[CH:5][NH:6]2.[C:13](O[C:21]([O:23][C:24]([CH3:27])([CH3:26])C)=O)([O:15][C:16]([CH3:19])([CH3:18])[CH3:17])=[O:14].[C:28](#[N:30])[CH3:29], predict the reaction product. The product is: [Cl:1][C:2]1[CH:10]=[CH:9][CH:8]=[C:7]2[C:3]=1[C:4]([CH:11]=[O:12])=[CH:5][N:6]2[C:13]([O:15][C:16]([CH3:19])([CH3:18])[CH3:17])=[O:14].[Cl:1][C:2]1[CH:10]=[CH:9][CH:8]=[C:7]2[C:3]=1[C:4]([C:11](=[O:12])[CH:28]([NH:30][C:5]1[CH:4]=[CH:11][CH:26]=[C:24]([O:23][CH3:21])[CH:27]=1)[C:29]1[CH:9]=[CH:10][CH:2]=[CH:3][CH:7]=1)=[CH:5][NH:6]2. (4) The product is: [CH2:13]([C:3]1[C:2]([B:30]2[O:34][C:33]([CH3:36])([CH3:35])[C:32]([CH3:38])([CH3:37])[O:31]2)=[CH:11][C:6]([C:7]([O:9][CH3:10])=[O:8])=[C:5]([OH:12])[CH:4]=1)[CH3:14]. Given the reactants Br[C:2]1[C:3]([CH2:13][CH3:14])=[CH:4][C:5]([OH:12])=[C:6]([CH:11]=1)[C:7]([O:9][CH3:10])=[O:8].BrC1C(O)=C(C=C(Br)C=1CC)C(OC)=O.[B:30]1([B:30]2[O:34][C:33]([CH3:36])([CH3:35])[C:32]([CH3:38])([CH3:37])[O:31]2)[O:34][C:33]([CH3:36])([CH3:35])[C:32]([CH3:38])([CH3:37])[O:31]1.C([O-])(=O)C.[K+], predict the reaction product. (5) Given the reactants [Cl:1][C:2]1[N:9]=[C:8]([NH:10][C:11]2[CH:15]=[C:14]([CH3:16])[NH:13][N:12]=2)[CH:7]=[C:6]([CH3:17])[C:3]=1[C:4]#[N:5].[ClH:18].[CH3:19][C:20]1[C:25]([O:26][CH2:27][CH2:28][NH2:29])=[CH:24][CH:23]=[C:22]([CH3:30])[N:21]=1.C(=O)([O-])O.[Na+].CS(C)=O, predict the reaction product. The product is: [ClH:1].[ClH:18].[CH3:19][C:20]1[C:25]([O:26][CH2:27][CH2:28][NH:29][C:2]2[N:9]=[C:8]([NH:10][C:11]3[CH:15]=[C:14]([CH3:16])[NH:13][N:12]=3)[CH:7]=[C:6]([CH3:17])[C:3]=2[C:4]#[N:5])=[CH:24][CH:23]=[C:22]([CH3:30])[N:21]=1. (6) Given the reactants N[C@@H:2]([CH3:5])[CH2:3][OH:4].[NH2:6][CH:7]1[CH2:12][CH2:11][O:10][CH2:9][CH2:8]1.Cl.FC1C=[C:17]([C@@H:23]([C:25]2C=N[N:28]([CH3:30])[CH:29]=2)N)[CH:18]=[CH:19]C=1OC.Cl.[NH2:32][C@@H:33]([C:36]1[CH:41]=[CH:40][C:39]([Cl:42])=[C:38]([F:43])[CH:37]=1)[CH2:34][OH:35], predict the reaction product. The product is: [Cl:42][C:39]1[CH:40]=[CH:41][C:36]([C@H:33]([NH:32][C:3]([C:2]2[CH:5]=[C:23]3[C:17](=[CH:18][CH:19]=2)[CH:30]=[N:28][C:29]([NH:6][CH:7]2[CH2:12][CH2:11][O:10][CH2:9][CH2:8]2)=[CH:25]3)=[O:4])[CH2:34][OH:35])=[CH:37][C:38]=1[F:43].